Task: Predict which catalyst facilitates the given reaction.. Dataset: Catalyst prediction with 721,799 reactions and 888 catalyst types from USPTO (1) Reactant: [Cl:1][C:2]1[CH:7]=[CH:6][C:5]([C:8]2[CH:13]=[CH:12][N:11]3[N:14]=[CH:15][C:16]([C:17]([O:19]CC)=[O:18])=[C:10]3[N:9]=2)=[CH:4][CH:3]=1.[OH-].[Na+]. Product: [Cl:1][C:2]1[CH:7]=[CH:6][C:5]([C:8]2[CH:13]=[CH:12][N:11]3[N:14]=[CH:15][C:16]([C:17]([OH:19])=[O:18])=[C:10]3[N:9]=2)=[CH:4][CH:3]=1. The catalyst class is: 24. (2) Reactant: [Cl:1][C:2]1[N:7]=[C:6](Cl)[C:5]([Cl:9])=[CH:4][N:3]=1.[N+:10]([C:13]1[CH:14]=[C:15]([CH:17]=[CH:18][CH:19]=1)[NH2:16])([O-:12])=[O:11].CCN(C(C)C)C(C)C. Product: [Cl:1][C:2]1[N:7]=[C:6]([NH:16][C:15]2[CH:17]=[CH:18][CH:19]=[C:13]([N+:10]([O-:12])=[O:11])[CH:14]=2)[C:5]([Cl:9])=[CH:4][N:3]=1. The catalyst class is: 39. (3) Reactant: C(OC(=O)[NH:7][CH2:8][CH2:9][CH2:10][N:11]1[C:20]2[CH:19]=[CH:18][C:17]([NH2:21])=[CH:16][C:15]=2[C:14]2=[N:22][N:23](C3CCCCO3)[C:24]([CH3:25])=[C:13]2[C:12]1=[O:32])(C)(C)C.Cl. Product: [NH2:21][C:17]1[CH:18]=[CH:19][C:20]2[N:11]([CH2:10][CH2:9][CH2:8][NH2:7])[C:12](=[O:32])[C:13]3=[C:24]([CH3:25])[NH:23][N:22]=[C:14]3[C:15]=2[CH:16]=1. The catalyst class is: 5.